The task is: Predict the reaction yield, written as a fraction of the theoretical maximum amount of product (1.0 means a 100% yield; for example, 0.34 means a 34% yield).. This data is from Reaction yield outcomes from USPTO patents with 853,638 reactions. (1) The reactants are [F:1][C:2]1[CH:3]=[CH:4][C:5]2[C:6]3[C:11]([CH:12]([CH3:27])[N:13]([S:16]([C:19]4[CH:24]=[CH:23][C:22]([O:25]C)=[CH:21][CH:20]=4)(=[O:18])=[O:17])[C:14]=2[CH:15]=1)=[CH:10][CH:9]=[CH:8][CH:7]=3.C1CCCCC=1.B(Br)(Br)Br.CO. The catalyst is ClCCl. The product is [F:1][C:2]1[CH:3]=[CH:4][C:5]2[C:6]3[C:11]([CH:12]([CH3:27])[N:13]([S:16]([C:19]4[CH:20]=[CH:21][C:22]([OH:25])=[CH:23][CH:24]=4)(=[O:18])=[O:17])[C:14]=2[CH:15]=1)=[CH:10][CH:9]=[CH:8][CH:7]=3. The yield is 0.300. (2) The reactants are Br[C:2]1[C:11](=[O:12])[C:10]2[C:5](=[CH:6][C:7]([O:13][CH3:14])=[CH:8][CH:9]=2)[O:4][CH:3]=1.[CH3:15][O:16][C:17]1[C:24]([Sn](C)(C)C)=[CH:23][C:22]([O:29][CH3:30])=[CH:21][C:18]=1[C:19]#[N:20]. The catalyst is O1CCOCC1.C1C=CC([P]([Pd]([P](C2C=CC=CC=2)(C2C=CC=CC=2)C2C=CC=CC=2)([P](C2C=CC=CC=2)(C2C=CC=CC=2)C2C=CC=CC=2)[P](C2C=CC=CC=2)(C2C=CC=CC=2)C2C=CC=CC=2)(C2C=CC=CC=2)C2C=CC=CC=2)=CC=1.[Cu]I. The product is [CH3:15][O:16][C:17]1[C:24]([C:2]2[C:11](=[O:12])[C:10]3[C:5](=[CH:6][C:7]([O:13][CH3:14])=[CH:8][CH:9]=3)[O:4][CH:3]=2)=[CH:23][C:22]([O:29][CH3:30])=[CH:21][C:18]=1[C:19]#[N:20]. The yield is 0.380.